This data is from Catalyst prediction with 721,799 reactions and 888 catalyst types from USPTO. The task is: Predict which catalyst facilitates the given reaction. (1) The catalyst class is: 105. Reactant: [N:1]([CH2:4][CH2:5][O:6][C@@H:7]([C:21]1[CH:26]=[CH:25][CH:24]=[C:23]([F:27])[CH:22]=1)[C@@H:8]1[CH2:13][CH2:12][CH2:11][N:10]([C:14]([O:16][C:17]([CH3:20])([CH3:19])[CH3:18])=[O:15])[CH2:9]1)=[N+]=[N-]. Product: [NH2:1][CH2:4][CH2:5][O:6][C@@H:7]([C:21]1[CH:26]=[CH:25][CH:24]=[C:23]([F:27])[CH:22]=1)[C@@H:8]1[CH2:13][CH2:12][CH2:11][N:10]([C:14]([O:16][C:17]([CH3:20])([CH3:18])[CH3:19])=[O:15])[CH2:9]1. (2) Reactant: [NH2:1][C:2]1[C:7]([C:8]#[N:9])=[C:6]([C:10]2[CH:15]=[CH:14][C:13]([NH2:16])=[CH:12][CH:11]=2)[N:5]=[C:4]([S:17][CH2:18][C:19]2[CH:24]=[CH:23][CH:22]=[C:21]([CH3:25])[N:20]=2)[N:3]=1.C(N(CC)CC)C.[C:33](Cl)(=[O:36])[CH2:34][CH3:35]. Product: [NH2:1][C:2]1[N:3]=[C:4]([S:17][CH2:18][C:19]2[CH:24]=[CH:23][CH:22]=[C:21]([CH3:25])[N:20]=2)[N:5]=[C:6]([C:10]2[CH:11]=[CH:12][C:13]([NH:16][C:33](=[O:36])[CH2:34][CH3:35])=[CH:14][CH:15]=2)[C:7]=1[C:8]#[N:9]. The catalyst class is: 10. (3) Reactant: [C:1]([C:4](=[CH:10]OCC)[C:5]([O:7][CH2:8][CH3:9])=[O:6])(=O)[CH3:2].[NH2:14][C:15]([S:17][CH3:18])=[NH:16].C(N(CC)CC)C. Product: [CH2:8]([O:7][C:5]([C:4]1[C:1]([CH3:2])=[N:14][C:15]([S:17][CH3:18])=[N:16][CH:10]=1)=[O:6])[CH3:9]. The catalyst class is: 14. (4) Reactant: [CH3:1][NH:2][C:3]([C:5]1[N:6]([CH3:14])[C:7]2[C:12]([CH:13]=1)=[CH:11][CH:10]=[CH:9][CH:8]=2)=O.[H-].[H-].[H-].[H-].[Li+].[Al+3]. Product: [CH3:14][N:6]1[C:7]2[C:12](=[CH:11][CH:10]=[CH:9][CH:8]=2)[CH:13]=[C:5]1[CH2:3][NH:2][CH3:1]. The catalyst class is: 1. (5) Reactant: [NH2:1][C:2]1[CH:7]=[CH:6][C:5]([Cl:8])=[CH:4][C:3]=1[C:9]([C:11]1[CH:16]=[CH:15][CH:14]=[CH:13][CH:12]=1)=O.[C:17]([CH2:19][C:20](OCC)=[O:21])#[N:18].O.O.O.O.O.O.O.[Cl-].[Ce+3].[Cl-].[Cl-].Cl. Product: [Cl:8][C:5]1[CH:4]=[C:3]2[C:2](=[CH:7][CH:6]=1)[NH:1][C:20](=[O:21])[C:19]([C:17]#[N:18])=[C:9]2[C:11]1[CH:16]=[CH:15][CH:14]=[CH:13][CH:12]=1. The catalyst class is: 6. (6) Reactant: C(=O)([O-])[O-].[K+].[K+].[OH:7][C:8]1[CH:21]=[CH:20][C:11]([CH2:12][CH:13]2[CH2:17][O:16][C:15](=[O:18])[N:14]2[CH3:19])=[CH:10][CH:9]=1.F[C:23]1[CH:30]=[CH:29][C:26]([CH:27]=[O:28])=[CH:25][CH:24]=1. Product: [CH3:19][N:14]1[CH:13]([CH2:12][C:11]2[CH:20]=[CH:21][C:8]([O:7][C:23]3[CH:30]=[CH:29][C:26]([CH:27]=[O:28])=[CH:25][CH:24]=3)=[CH:9][CH:10]=2)[CH2:17][O:16][C:15]1=[O:18]. The catalyst class is: 9. (7) Reactant: [C:1]([O:5][C:6]([N:8]1[CH2:12][C@@H:11]([O:13][C:14]2[CH:23]=[CH:22][C:21]3[C:16](=[CH:17][CH:18]=[CH:19][CH:20]=3)[CH:15]=2)[CH2:10][C@H:9]1[C:24]([O:26]C)=[O:25])=[O:7])([CH3:4])([CH3:3])[CH3:2].[OH-].[Na+]. Product: [C:1]([O:5][C:6]([N:8]1[CH2:12][C@@H:11]([O:13][C:14]2[CH:23]=[CH:22][C:21]3[C:16](=[CH:17][CH:18]=[CH:19][CH:20]=3)[CH:15]=2)[CH2:10][C@H:9]1[C:24]([OH:26])=[O:25])=[O:7])([CH3:4])([CH3:2])[CH3:3]. The catalyst class is: 1. (8) Reactant: [CH3:1][O:2][C:3]([C:5]1[C:13]2[N:12]=[C:11]([CH2:14][S:15][CH2:16][CH2:17]O)[NH:10][C:9]=2[CH:8]=[CH:7][CH:6]=1)=[O:4].S(Cl)([Cl:21])=O. The catalyst class is: 22. Product: [CH3:1][O:2][C:3]([C:5]1[C:13]2[N:12]=[C:11]([CH2:14][S:15][CH2:16][CH2:17][Cl:21])[NH:10][C:9]=2[CH:8]=[CH:7][CH:6]=1)=[O:4]. (9) Reactant: [C:1]([C:3]1[CH:4]=[CH:5][C:6]([S:13][C:14]2[CH:19]=[C:18]([CH3:20])[CH:17]=[CH:16][C:15]=2[CH3:21])=[C:7]([S:9](Cl)(=[O:11])=[O:10])[CH:8]=1)#[N:2].[CH3:22][N:23]([CH3:30])[CH:24]1[CH2:29][CH2:28][NH:27][CH2:26][CH2:25]1. Product: [CH3:22][N:23]([CH3:30])[CH:24]1[CH2:29][CH2:28][N:27]([S:9]([C:7]2[CH:8]=[C:3]([CH:4]=[CH:5][C:6]=2[S:13][C:14]2[CH:19]=[C:18]([CH3:20])[CH:17]=[CH:16][C:15]=2[CH3:21])[C:1]#[N:2])(=[O:11])=[O:10])[CH2:26][CH2:25]1. The catalyst class is: 2.